Predict which catalyst facilitates the given reaction. From a dataset of Catalyst prediction with 721,799 reactions and 888 catalyst types from USPTO. (1) Reactant: [F:1][C:2]([F:15])([F:14])[C:3]1[N:8]=[CH:7][C:6]([C:9](OCC)=[O:10])=[CH:5][N:4]=1.CC(C[AlH]CC(C)C)C. Product: [F:15][C:2]([F:1])([F:14])[C:3]1[N:4]=[CH:5][C:6]([CH:9]=[O:10])=[CH:7][N:8]=1. The catalyst class is: 2. (2) Reactant: [Cl:1][C:2]1[N:7]=[N:6][C:5]([NH:8][NH2:9])=[C:4]([CH3:10])[C:3]=1[CH3:11].[N:12]#[C:13][Br:14]. Product: [BrH:14].[Cl:1][C:2]1[C:3]([CH3:11])=[C:4]([CH3:10])[C:5]2[N:6]([C:13]([NH2:12])=[N:9][N:8]=2)[N:7]=1. The catalyst class is: 88. (3) Product: [O:1]1[CH2:6][CH2:5][CH:4]([C:7]2[CH:8]=[C:9]3[C:14](=[C:15]([O:17][CH2:18][O:19][CH2:20][CH2:21][Si:22]([CH3:25])([CH3:24])[CH3:23])[CH:16]=2)[NH:13][CH2:12][N:11]([CH2:26][O:27][CH2:28][CH2:29][Si:30]([CH3:33])([CH3:32])[CH3:31])[C:10]3=[O:34])[CH2:3][CH2:2]1. Reactant: [O:1]1[CH2:6][CH:5]=[C:4]([C:7]2[CH:8]=[C:9]3[C:14](=[C:15]([O:17][CH2:18][O:19][CH2:20][CH2:21][Si:22]([CH3:25])([CH3:24])[CH3:23])[CH:16]=2)[N:13]=[CH:12][N:11]([CH2:26][O:27][CH2:28][CH2:29][Si:30]([CH3:33])([CH3:32])[CH3:31])[C:10]3=[O:34])[CH2:3][CH2:2]1. The catalyst class is: 153. (4) Reactant: [NH:1](C(OCC1C=CC=CC=1)=O)[C@H:2]([C:6]([N:8]([CH3:24])[C@H:9]([C:13]([N:15]1[CH2:23][CH2:22][CH2:21][C@H:16]1[C:17]([O:19][CH3:20])=[O:18])=[O:14])[CH:10]([CH3:12])[CH3:11])=[O:7])[CH:3]([CH3:5])[CH3:4]. Product: [NH2:1][C@H:2]([C:6]([N:8]([CH3:24])[C@H:9]([C:13]([N:15]1[CH2:23][CH2:22][CH2:21][C@H:16]1[C:17]([O:19][CH3:20])=[O:18])=[O:14])[CH:10]([CH3:12])[CH3:11])=[O:7])[CH:3]([CH3:4])[CH3:5]. The catalyst class is: 19. (5) Reactant: [CH2:1]([S:3][C:4]1[CH:19]=[CH:18][C:17]([N+:20]([O-:22])=[O:21])=[CH:16][C:5]=1/[CH:6]=[N:7]/[CH2:8][CH2:9][CH2:10][C:11]([O:13][CH2:14][CH3:15])=[O:12])[CH3:2].CCN(CC)CC. Product: [CH2:1]([S:3][C:4]1[CH:19]=[CH:18][C:17]([N+:20]([O-:22])=[O:21])=[CH:16][C:5]=1[CH:6]1[CH:10]([C:11]([O:13][CH2:14][CH3:15])=[O:12])[CH2:9][CH2:8][NH:7]1)[CH3:2]. The catalyst class is: 388. (6) Reactant: C(OC(=O)[NH:7][C:8]1[CH:13]=[CH:12][C:11]([Cl:14])=[CH:10][C:9]=1[NH:15][C:16](=[O:32])[CH2:17][C:18](=O)[C:19]1[CH:24]=[CH:23][CH:22]=[C:21]([C:25]2[CH:26]=[N:27][CH:28]=[CH:29][CH:30]=2)[CH:20]=1)(C)(C)C.C(O)(C(F)(F)F)=O. Product: [Cl:14][C:11]1[CH:12]=[CH:13][C:8]2[N:7]=[C:18]([C:19]3[CH:24]=[CH:23][CH:22]=[C:21]([C:25]4[CH:26]=[N:27][CH:28]=[CH:29][CH:30]=4)[CH:20]=3)[CH2:17][C:16](=[O:32])[NH:15][C:9]=2[CH:10]=1. The catalyst class is: 2. (7) Reactant: [CH3:1][C@@H:2]1[N:23]2[C:6]3[C:7]([C:19]([C:21]([C:24]([OH:26])=[O:25])=[CH:22]2)=[O:20])=[CH:8][C:9]([F:18])=[C:10]([N:11]2[CH2:16][CH2:15][N:14]([CH3:17])[CH2:13][CH2:12]2)[C:5]=3[O:4][CH2:3]1.[O:27]=C1O[C@H]([C@H](CO)O)C(O)=C1O. Product: [CH3:1][C@@H:2]1[N:23]2[CH:22]=[C:21]([C:24]([OH:26])=[O:25])[C:19]([C:7]3=[CH:8][C:9]([F:18])=[C:10]([N:11]4[CH2:16][CH2:15][N:14]([CH3:17])[CH2:13][CH2:12]4)[C:5](=[C:6]23)[O:4][CH2:3]1)=[O:20].[CH3:1][C@@H:2]1[N:23]2[CH:22]=[C:21]([C:24]([OH:26])=[O:25])[C:19]([C:7]3=[CH:8][C:9]([F:18])=[C:10]([N:11]4[CH2:16][CH2:15][N:14]([CH3:17])[CH2:13][CH2:12]4)[C:5](=[C:6]23)[O:4][CH2:3]1)=[O:20].[OH2:27]. The catalyst class is: 114. (8) Reactant: [NH2:1][C:2]1[N:3]=[CH:4][C:5]([F:32])=[C:6]2[C:10]([C:11](=[O:31])[C:12]([N:14]3[CH2:19][CH2:18][N:17]([C:20]4[N:24]([C:25]5[CH:30]=[CH:29][CH:28]=[CH:27][CH:26]=5)[N:23]=[N:22][N:21]=4)[CH2:16][CH2:15]3)=[O:13])=[CH:9][NH:8][C:7]=12.[CH3:33][N:34]([CH3:38])[C:35](Cl)=[O:36]. Product: [F:32][C:5]1[CH:4]=[N:3][C:2]([NH:1][C:35](=[O:36])[N:34]([CH3:38])[CH3:33])=[C:7]2[NH:8][CH:9]=[C:10]([C:11](=[O:31])[C:12](=[O:13])[N:14]3[CH2:15][CH2:16][N:17]([C:20]4[N:24]([C:25]5[CH:30]=[CH:29][CH:28]=[CH:27][CH:26]=5)[N:23]=[N:22][N:21]=4)[CH2:18][CH2:19]3)[C:6]=12. The catalyst class is: 17.